The task is: Predict the reaction yield, written as a fraction of the theoretical maximum amount of product (1.0 means a 100% yield; for example, 0.34 means a 34% yield).. This data is from Reaction yield outcomes from USPTO patents with 853,638 reactions. The reactants are [Cl:1][C:2]1[CH:3]=[C:4]([C:8]#[C:9][C:10]2[NH:11][O:12][CH:13]3[NH:17][CH2:16][CH2:15][C:14]=23)[CH:5]=[CH:6][CH:7]=1.[CH2:18](N(CC)CC)[CH3:19].C([CH:27]([CH3:32])[CH2:28][N:29]=[C:30]=[O:31])C.O. The catalyst is C(Cl)Cl. The product is [Cl:1][C:2]1[CH:3]=[C:4]([C:8]#[C:9][C:10]2[CH:14]3[CH2:15][CH2:16][N:17]([C:30]([NH:29][CH:28]([CH2:27][CH3:32])[CH2:18][CH3:19])=[O:31])[CH:13]3[O:12][N:11]=2)[CH:5]=[CH:6][CH:7]=1. The yield is 0.780.